Dataset: Full USPTO retrosynthesis dataset with 1.9M reactions from patents (1976-2016). Task: Predict the reactants needed to synthesize the given product. (1) Given the product [NH2:30][C:28](=[O:29])[CH:27]([OH:31])[CH:26]([NH:25][C:16](=[O:18])[C:15]1[CH:19]=[CH:20][CH:21]=[N:22][C:14]=1[N:11]1[CH:12]=[CH:13][C:9]([CH2:8][N:6]2[CH2:7][CH:2]([CH3:1])[O:3][CH:4]([CH3:23])[CH2:5]2)=[N:10]1)[CH2:32][C:33]1[CH:34]=[CH:35][CH:36]=[CH:37][CH:38]=1, predict the reactants needed to synthesize it. The reactants are: [CH3:1][CH:2]1[CH2:7][N:6]([CH2:8][C:9]2[CH:13]=[CH:12][N:11]([C:14]3[N:22]=[CH:21][CH:20]=[CH:19][C:15]=3[C:16]([O-:18])=O)[N:10]=2)[CH2:5][CH:4]([CH3:23])[O:3]1.[Na+].[NH2:25][CH:26]([CH2:32][C:33]1[CH:38]=[CH:37][CH:36]=[CH:35][CH:34]=1)[CH:27]([OH:31])[C:28]([NH2:30])=[O:29]. (2) The reactants are: [C:1]([O:5][C:6](=[O:24])[CH2:7][CH:8]1[C:14]2[CH:15]=[CH:16][CH:17]=[CH:18][C:13]=2[C:12](=[O:19])[N:11]([CH2:20][C:21]([OH:23])=O)[CH2:10][CH2:9]1)([CH3:4])([CH3:3])[CH3:2].[NH2:25][CH2:26][C@H:27]1[CH2:32][CH2:31][C@H:30]([NH:33][C:34]2[NH:38][C:37]3[CH:39]=[CH:40][CH:41]=[CH:42][C:36]=3[N:35]=2)[CH2:29][CH2:28]1. Given the product [NH:35]1[C:36]2[CH:42]=[CH:41][CH:40]=[CH:39][C:37]=2[N:38]=[C:34]1[NH:33][CH:30]1[CH2:29][CH2:28][CH:27]([CH2:26][NH:25][C:21](=[O:23])[CH2:20][N:11]2[CH2:10][CH2:9][CH:8]([CH2:7][C:6]([O:5][C:1]([CH3:3])([CH3:4])[CH3:2])=[O:24])[C:14]3[CH:15]=[CH:16][CH:17]=[CH:18][C:13]=3[C:12]2=[O:19])[CH2:32][CH2:31]1, predict the reactants needed to synthesize it. (3) Given the product [CH3:22][O:21][C:19](=[O:20])[CH2:18][C:15]1[CH:14]=[CH:13][C:12]([CH2:11][CH2:10][C:8]2[N:9]=[C:5]([NH2:4])[S:6][CH:7]=2)=[CH:17][CH:16]=1, predict the reactants needed to synthesize it. The reactants are: C([NH:4][C:5]1[S:6][CH:7]=[C:8]([CH2:10][CH2:11][C:12]2[CH:17]=[CH:16][C:15]([CH2:18][C:19]([OH:21])=[O:20])=[CH:14][CH:13]=2)[N:9]=1)(=O)C.[CH:22](C1N=C(NC(=O)C)SC=1)=O.Cl. (4) Given the product [NH2:58][C:13]1[C:14]2[C:9](=[CH:8][C:7]([C:5]([N:1]3[CH2:2][CH2:3][CH2:4]3)=[O:6])=[CH:16][CH:15]=2)[C:10]([C:17]2[CH:27]=[CH:26][C:20]3[NH:21][S:22](=[O:25])(=[O:24])[CH2:23][C:19]=3[CH:18]=2)=[CH:11][N:12]=1, predict the reactants needed to synthesize it. The reactants are: [N:1]1([C:5]([C:7]2[CH:8]=[C:9]3[C:14](=[CH:15][CH:16]=2)[CH:13]=[N:12][CH:11]=[C:10]3[C:17]2[CH:27]=[CH:26][C:20]3[NH:21][S:22](=[O:25])(=[O:24])[CH2:23][C:19]=3[CH:18]=2)=[O:6])[CH2:4][CH2:3][CH2:2]1.ClC1C=C(C=CC=1)C(OO)=O.C([O-])(O)=O.[Na+].C1(C)C=CC(S(Cl)(=O)=O)=CC=1.C(C[NH2:58])O. (5) Given the product [NH2:7][CH2:8][CH2:9][N:10]([CH2:51][C:52]1[CH:53]=[CH:54][CH:55]=[CH:56][CH:57]=1)[C@@H:11]1[CH2:18][N:17]2[C:19]3[CH:20]=[C:21]([C:32]([NH:34][S:35]([N:38]([CH3:39])[CH2:40][CH:41]=[O:42])(=[O:37])=[O:36])=[O:33])[CH:22]=[CH:23][C:24]=3[C:25]([CH:26]3[CH2:31][CH2:30][CH2:29][CH2:28][CH2:27]3)=[C:16]2[C:15]2[CH:46]=[CH:47][C:48]([F:50])=[CH:49][C:14]=2[O:13][CH2:12]1, predict the reactants needed to synthesize it. The reactants are: C(OC(=O)[NH:7][CH2:8][CH2:9][N:10]([CH2:51][C:52]1[CH:57]=[CH:56][CH:55]=[CH:54][CH:53]=1)[C@@H:11]1[CH2:18][N:17]2[C:19]3[CH:20]=[C:21]([C:32]([NH:34][S:35]([N:38]([CH2:40][CH:41](OC)[O:42]C)[CH3:39])(=[O:37])=[O:36])=[O:33])[CH:22]=[CH:23][C:24]=3[C:25]([CH:26]3[CH2:31][CH2:30][CH2:29][CH2:28][CH2:27]3)=[C:16]2[C:15]2[CH:46]=[CH:47][C:48]([F:50])=[CH:49][C:14]=2[O:13][CH2:12]1)(C)(C)C.Cl. (6) Given the product [CH3:1][C:2]1[CH:7]=[CH:6][C:5]([CH2:8][CH:9]([C:13]2[CH:18]=[CH:17][CH:16]=[CH:15][CH:14]=2)[CH:10]([NH2:24])[CH3:11])=[CH:4][CH:3]=1, predict the reactants needed to synthesize it. The reactants are: [CH3:1][C:2]1[CH:7]=[CH:6][C:5]([CH2:8][CH:9]([C:13]2[CH:18]=[CH:17][CH:16]=[CH:15][CH:14]=2)[C:10](=O)[CH3:11])=[CH:4][CH:3]=1.C(O)(=O)C.C([BH3-])#[N:24].[Na+]. (7) The reactants are: [NH2:1][C:2]([C:4]1[CH:5]=[N:6][C:7]2[C:12]([C:13]=1[NH:14][C:15]1[CH:16]=[C:17]([CH:22]=[CH:23][CH:24]=1)[C:18]([O:20][CH3:21])=[O:19])=[CH:11][C:10]([O:25][CH3:26])=[C:9](Cl)[CH:8]=2)=[O:3].[N:28]1[CH:33]=[CH:32][C:31](B(O)O)=[CH:30][CH:29]=1.C(=O)([O-])[O-].[K+].[K+]. Given the product [NH2:1][C:2]([C:4]1[CH:5]=[N:6][C:7]2[C:12]([C:13]=1[NH:14][C:15]1[CH:16]=[C:17]([CH:22]=[CH:23][CH:24]=1)[C:18]([O:20][CH3:21])=[O:19])=[CH:11][C:10]([O:25][CH3:26])=[C:9]([C:31]1[CH:32]=[CH:33][N:28]=[CH:29][CH:30]=1)[CH:8]=2)=[O:3], predict the reactants needed to synthesize it.